Dataset: TCR-epitope binding with 47,182 pairs between 192 epitopes and 23,139 TCRs. Task: Binary Classification. Given a T-cell receptor sequence (or CDR3 region) and an epitope sequence, predict whether binding occurs between them. (1) The epitope is TFYLTNDVSFL. The TCR CDR3 sequence is CASSARADSYEQYF. Result: 0 (the TCR does not bind to the epitope). (2) The epitope is LLQTGIHVRVSQPSL. Result: 1 (the TCR binds to the epitope). The TCR CDR3 sequence is CASSFDGNSPLHF. (3) The epitope is RAKFKQLL. The TCR CDR3 sequence is CASSLLGEKAYEQYF. Result: 1 (the TCR binds to the epitope). (4) The epitope is SEISMDNSPNL. The TCR CDR3 sequence is CASSHPYSYEQYF. Result: 1 (the TCR binds to the epitope).